From a dataset of Catalyst prediction with 721,799 reactions and 888 catalyst types from USPTO. Predict which catalyst facilitates the given reaction. The catalyst class is: 31. Product: [CH3:29][S:26]([C:18]1[CH:17]=[C:16]([CH:21]=[C:20]([C:22]([F:24])([F:25])[F:23])[CH:19]=1)[C:15]([N:14]([C:9]1[CH:10]=[N:11][CH:12]=[CH:13][C:8]=1[C:3]1[CH:4]=[CH:5][CH:6]=[CH:7][C:2]=1[O:1][CH3:32])[CH3:31])=[O:30])(=[O:28])=[O:27]. Reactant: [OH:1][C:2]1[CH:7]=[CH:6][CH:5]=[CH:4][C:3]=1[C:8]1[CH:13]=[CH:12][N:11]=[CH:10][C:9]=1[N:14]([CH3:31])[C:15](=[O:30])[C:16]1[CH:21]=[C:20]([C:22]([F:25])([F:24])[F:23])[CH:19]=[C:18]([S:26]([CH3:29])(=[O:28])=[O:27])[CH:17]=1.[C:32]([O-])([O-])=O.[K+].[K+].CI.C([O-])(O)=O.[Na+].